Dataset: Reaction yield outcomes from USPTO patents with 853,638 reactions. Task: Predict the reaction yield, written as a fraction of the theoretical maximum amount of product (1.0 means a 100% yield; for example, 0.34 means a 34% yield). (1) The reactants are [NH2:1][C:2](=[O:8])/[C:3](/[C:6]#[N:7])=[N:4]/[OH:5].N1C=CC=CC=1.[C:15]1([CH3:25])[CH:20]=[CH:19][C:18]([S:21](Cl)(=[O:23])=[O:22])=[CH:17][CH:16]=1. The yield is 0.926. No catalyst specified. The product is [NH2:1][C:2](=[O:8])/[C:3](/[C:6]#[N:7])=[N:4]/[O:5][S:21]([C:18]1[CH:19]=[CH:20][C:15]([CH3:25])=[CH:16][CH:17]=1)(=[O:23])=[O:22]. (2) The reactants are [CH3:1][O:2][C:3](=[O:9])[C@H:4]([C@@H:6]([CH3:8])[OH:7])[NH2:5].Cl.C(N([CH2:16][CH3:17])CC)C.[I:18][C:19]1[CH:20]=[C:21]([OH:28])[C:22](=[CH:26][CH:27]=1)[C:23]([OH:25])=O.C1C=CC2N([OH:38])N=NC=2C=1.C1CCC(N=C=NC2CCCCC2)CC1. The catalyst is C(Cl)Cl. The product is [C:16]([O:28][C:21]1[CH:20]=[C:19]([I:18])[CH:27]=[CH:26][C:22]=1[C:23]([NH:5][C@@H:4]([C@H:6]([OH:7])[CH3:8])[C:3]([O:2][CH3:1])=[O:9])=[O:25])(=[O:38])[CH3:17]. The yield is 0.492. (3) The reactants are [Cl:1][C:2]1[C:7]([F:8])=[CH:6][C:5]([OH:9])=[CH:4][N:3]=1.[CH3:10][N:11]([C:13]1[CH:14]=[C:15](B(O)O)[CH:16]=[CH:17][CH:18]=1)[CH3:12].C(N(CC)CC)C. The catalyst is ClCCl.C([O-])(=O)C.[Cu+2].C([O-])(=O)C. The product is [Cl:1][C:2]1[N:3]=[CH:4][C:5]([O:9][C:17]2[CH:18]=[C:13]([N:11]([CH3:12])[CH3:10])[CH:14]=[CH:15][CH:16]=2)=[CH:6][C:7]=1[F:8]. The yield is 0.200. (4) The reactants are [Br:1][C:2]1[CH:3]=[CH:4][C:5]2[CH:11]3[CH2:12][CH:9]([CH2:10]3)[N:8]3[C:13]([CH:20]([F:22])[F:21])=[C:14]([C:16]([O:18]C)=O)[N:15]=[C:7]3[C:6]=2[CH:23]=1.C[O-].[Na+].C([NH2:29])=O. No catalyst specified. The product is [Br:1][C:2]1[CH:3]=[CH:4][C:5]2[CH:11]3[CH2:10][CH:9]([CH2:12]3)[N:8]3[C:13]([CH:20]([F:21])[F:22])=[C:14]([C:16]([NH2:29])=[O:18])[N:15]=[C:7]3[C:6]=2[CH:23]=1. The yield is 1.00. (5) The reactants are [Cl:1][CH2:2][CH2:3][CH2:4][O:5][C:6]1[CH:11]=[CH:10][C:9]([C:12]2[CH:16](O)[O:15][C:14](=O)[CH:13]=2)=[CH:8][CH:7]=1.O.[NH2:20][NH2:21]. The catalyst is CCO. The product is [Cl:1][CH2:2][CH2:3][CH2:4][O:5][C:6]1[CH:11]=[CH:10][C:9]([C:12]2[CH:16]=[N:21][NH:20][C:14](=[O:15])[CH:13]=2)=[CH:8][CH:7]=1. The yield is 0.610. (6) The reactants are [CH2:1]([N:8]1[C:12](=[O:13])[CH2:11][S:10][C:9]1=[N:14][C:15]1[CH:16]=[C:17]([CH:20]=[CH:21][C:22]=1[NH:23][CH2:24][CH3:25])[C:18]#[N:19])[C:2]1[CH:7]=[CH:6][CH:5]=[CH:4][CH:3]=1.CO[CH:28](OC)[N:29]([CH3:31])[CH3:30]. The catalyst is C1(C)C=CC=CC=1. The product is [CH2:1]([N:8]1[C:12](=[O:13])[C:11](=[CH:28][N:29]([CH3:31])[CH3:30])[S:10][C:9]1=[N:14][C:15]1[CH:16]=[C:17]([CH:20]=[CH:21][C:22]=1[NH:23][CH2:24][CH3:25])[C:18]#[N:19])[C:2]1[CH:7]=[CH:6][CH:5]=[CH:4][CH:3]=1. The yield is 0.620.